Regression. Given a peptide amino acid sequence and an MHC pseudo amino acid sequence, predict their binding affinity value. This is MHC class I binding data. From a dataset of Peptide-MHC class I binding affinity with 185,985 pairs from IEDB/IMGT. (1) The peptide sequence is RQLLNLDVL. The MHC is H-2-Db with pseudo-sequence H-2-Db. The binding affinity (normalized) is 0.885. (2) The peptide sequence is LFPRDSILRGI. The MHC is Mamu-A01 with pseudo-sequence Mamu-A01. The binding affinity (normalized) is 0. (3) The peptide sequence is LVISGLFPV. The MHC is HLA-A68:02 with pseudo-sequence HLA-A68:02. The binding affinity (normalized) is 0.980. (4) The peptide sequence is GKEAPQFPHGS. The MHC is HLA-B27:05 with pseudo-sequence HLA-B27:05. The binding affinity (normalized) is 0.